This data is from Catalyst prediction with 721,799 reactions and 888 catalyst types from USPTO. The task is: Predict which catalyst facilitates the given reaction. (1) Reactant: [Cl:1][C:2]1[CH:3]=[C:4]([CH:26]=[CH:27][C:28]=1[O:29][CH3:30])[CH2:5][NH:6][C:7]1[C:8]2[N:21]([CH3:22])[N:20]=[C:19]([CH2:23][CH2:24][CH3:25])[C:9]=2[N:10]=[C:11]([CH2:13][CH2:14][C:15]([O:17]C)=[O:16])[N:12]=1.[OH-].[Na+].Cl. Product: [Cl:1][C:2]1[CH:3]=[C:4]([CH:26]=[CH:27][C:28]=1[O:29][CH3:30])[CH2:5][NH:6][C:7]1[C:8]2[N:21]([CH3:22])[N:20]=[C:19]([CH2:23][CH2:24][CH3:25])[C:9]=2[N:10]=[C:11]([CH2:13][CH2:14][C:15]([OH:17])=[O:16])[N:12]=1. The catalyst class is: 7. (2) Reactant: [Cl:1][C:2]1[CH:7]=[C:6]([C:8]2[CH:9]=[N:10][C:11]([C:14]([F:17])([F:16])[F:15])=[N:12][CH:13]=2)[N:5]=[CH:4][C:3]=1[CH:18]=[O:19].C[Si](C)(C)[C:22]([F:25])([F:24])[F:23].C(=O)([O-])[O-].[K+].[K+]. Product: [Cl:1][C:2]1[CH:7]=[C:6]([C:8]2[CH:13]=[N:12][C:11]([C:14]([F:16])([F:15])[F:17])=[N:10][CH:9]=2)[N:5]=[CH:4][C:3]=1[CH:18]([OH:19])[C:22]([F:25])([F:24])[F:23]. The catalyst class is: 42. (3) Reactant: [NH2:1][CH2:2][CH2:3][CH2:4][N:5]([C:20]1[CH:25]=[C:24]([CH3:26])[N:23]=[C:22]([N:27]2[CH:31]=[CH:30][N:29]=[CH:28]2)[N:21]=1)[CH2:6][C:7]([NH:9][CH2:10][CH2:11][C:12]1[CH:17]=[CH:16][C:15]([O:18][CH3:19])=[CH:14][CH:13]=1)=[O:8].O.[O-:33][C:34]#[N:35].[K+]. Product: [NH:1]([CH2:2][CH2:3][CH2:4][N:5]([C:20]1[CH:25]=[C:24]([CH3:26])[N:23]=[C:22]([N:27]2[CH:31]=[CH:30][N:29]=[CH:28]2)[N:21]=1)[CH2:6][C:7]([NH:9][CH2:10][CH2:11][C:12]1[CH:17]=[CH:16][C:15]([O:18][CH3:19])=[CH:14][CH:13]=1)=[O:8])[C:34]([NH2:35])=[O:33]. The catalyst class is: 17. (4) Reactant: [F:1][C:2]([F:17])([F:16])[C:3]1[CH:4]=[C:5]([CH:9]([C:13]([O-:15])=O)[C:10]([O-:12])=O)[CH:6]=[CH:7][CH:8]=1.[Na+:18].[Na+:19].C(N1CCCCC1)=O.C(Cl)(=O)C(Cl)=O.FC(F)(F)C1C=C(C(C(Cl)=O)C(Cl)=O)C=CC=1.[N:51]1[CH:56]=[C:55]([CH2:57][NH:58][C:59]2[CH:64]=[CH:63][CH:62]=[CH:61][N:60]=2)[CH:54]=[N:53][CH:52]=1.N1C=CC(C)=CC=1. Product: [OH:15][C:13]1[N+:58]([CH2:57][C:55]2[CH:54]=[N:53][CH:52]=[N:51][CH:56]=2)=[C:59]2[CH:64]=[CH:63][CH:62]=[CH:61][N:60]2[C:10](=[O:12])[C:9]=1[C:5]1[CH:6]=[CH:7][CH:8]=[C:3]([C:2]([F:1])([F:17])[F:16])[CH:4]=1.[Na:18][Na:19]. The catalyst class is: 4. (5) Reactant: [CH3:1][N:2]1[CH:6]=[C:5]([NH:7][C:8]([C:10]2[CH:15]=[CH:14][CH:13]=[C:12]([C:16]3[CH:17]=[N:18][NH:19][CH:20]=3)[N:11]=2)=[O:9])[C:4]([C:21]([O-:23])=O)=[N:3]1.[Li+].F[P-](F)(F)(F)(F)F.[N:32]1(O[P+](N(C)C)(N(C)C)N(C)C)[C:36]2C=[CH:38][CH:39]=[CH:40][C:35]=2N=N1.C(N(C(C)C)C(C)C)C. Product: [CH3:1][N:2]1[CH:6]=[C:5]([NH:7][C:8]([C:10]2[CH:15]=[CH:14][CH:13]=[C:12]([C:16]3[CH:20]=[N:19][NH:18][CH:17]=3)[N:11]=2)=[O:9])[C:4]([C:21](=[O:23])[NH:32][CH2:36][CH2:35][CH2:40][CH:39]=[CH2:38])=[N:3]1. The catalyst class is: 623. (6) Reactant: [C:1]([C:3]1[CH:8]=[CH:7][C:6]([NH:9][C:10]([CH:12]2[NH:16][CH:15]([CH2:17][C:18]([CH3:21])([CH3:20])[CH3:19])[C:14]3([C:29]4[C:24](=[CH:25][C:26]([Cl:31])=[C:27]([F:30])[CH:28]=4)[NH:23][C:22]3=[O:32])[CH:13]2[C:33]2[CH:38]=[CH:37][CH:36]=[C:35]([Cl:39])[C:34]=2[F:40])=[O:11])=[C:5]([O:41][CH3:42])[CH:4]=1)#[N:2].[OH:43]O.[OH-].[Na+]. Product: [C:1]([C:3]1[CH:8]=[CH:7][C:6]([NH:9][C:10]([CH:12]2[NH:16][CH:15]([CH2:17][C:18]([CH3:21])([CH3:20])[CH3:19])[C:14]3([C:29]4[C:24](=[CH:25][C:26]([Cl:31])=[C:27]([F:30])[CH:28]=4)[NH:23][C:22]3=[O:32])[CH:13]2[C:33]2[CH:38]=[CH:37][CH:36]=[C:35]([Cl:39])[C:34]=2[F:40])=[O:11])=[C:5]([O:41][CH3:42])[CH:4]=1)(=[O:43])[NH2:2]. The catalyst class is: 16.